Dataset: Catalyst prediction with 721,799 reactions and 888 catalyst types from USPTO. Task: Predict which catalyst facilitates the given reaction. (1) Reactant: [CH:1]([C:3]1[CH:4]=[N:5][CH:6]=[CH:7][C:8]=1[C:9]1[CH:10]=[C:11]([CH:14]=[CH:15][CH:16]=1)[C:12]#[N:13])=[O:2].[F:17][C:18]1[CH:23]=[CH:22][C:21]([Mg]Br)=[CH:20][CH:19]=1. Product: [F:17][C:18]1[CH:23]=[CH:22][C:21]([CH:1]([OH:2])[C:3]2[CH:4]=[N:5][CH:6]=[CH:7][C:8]=2[C:9]2[CH:10]=[C:11]([CH:14]=[CH:15][CH:16]=2)[C:12]#[N:13])=[CH:20][CH:19]=1. The catalyst class is: 1. (2) Reactant: [CH3:1][C:2]1[CH:11]=[CH:10][CH:9]=[C:8]2[C:3]=1[C:4](=O)[NH:5][CH:6]=[N:7]2.O=P(Cl)(Cl)[Cl:15]. Product: [Cl:15][C:4]1[C:3]2[C:8](=[CH:9][CH:10]=[CH:11][C:2]=2[CH3:1])[N:7]=[CH:6][N:5]=1. The catalyst class is: 11. (3) Reactant: [Li]CCCC.[CH3:6][C@@H:7]1[C@H:11]([C:12]2[CH:17]=[CH:16][CH:15]=[CH:14][CH:13]=2)[O:10][C:9](=[O:18])[NH:8]1.[Cl:19][C:20]1[CH:25]=[CH:24][C:23]([CH2:26][CH2:27][C:28](Cl)=[O:29])=[CH:22][CH:21]=1. Product: [Cl:19][C:20]1[CH:21]=[CH:22][C:23]([CH2:26][CH2:27][C:28]([N:8]2[C@H:7]([CH3:6])[C@H:11]([C:12]3[CH:17]=[CH:16][CH:15]=[CH:14][CH:13]=3)[O:10][C:9]2=[O:18])=[O:29])=[CH:24][CH:25]=1. The catalyst class is: 1. (4) Reactant: Cl[C:2]1[N:9]=[C:8]([Cl:10])[C:7]([F:11])=[CH:6][C:3]=1[C:4]#[N:5].[F:12][C:13]([F:17])([F:16])[CH2:14][OH:15].[H-].[Na+].O. Product: [Cl:10][C:8]1[C:7]([F:11])=[CH:6][C:3]([C:4]#[N:5])=[C:2]([O:15][CH2:14][C:13]([F:17])([F:16])[F:12])[N:9]=1. The catalyst class is: 9. (5) Reactant: [H-].[H-].[H-].[H-].[Li+].[Al+3].OS(O)(=O)=O.[O:12]=[S:13]1(=[O:44])[C:19]2[CH:20]=[C:21]([O:24][CH3:25])[CH:22]=[CH:23][C:18]=2[N:17]([C:26]2[CH:31]=[CH:30][C:29]([N+:32]([O-])=O)=[CH:28][CH:27]=2)[C:16](=O)[C:15]([CH2:40][CH2:41][CH2:42][CH3:43])([CH2:36][CH2:37][CH2:38][CH3:39])[CH2:14]1. Product: [O:44]=[S:13]1(=[O:12])[C:19]2[CH:20]=[C:21]([O:24][CH3:25])[CH:22]=[CH:23][C:18]=2[N:17]([C:26]2[CH:31]=[CH:30][C:29]([NH2:32])=[CH:28][CH:27]=2)[CH2:16][C:15]([CH2:40][CH2:41][CH2:42][CH3:43])([CH2:36][CH2:37][CH2:38][CH3:39])[CH2:14]1. The catalyst class is: 1.